This data is from Catalyst prediction with 721,799 reactions and 888 catalyst types from USPTO. The task is: Predict which catalyst facilitates the given reaction. (1) Reactant: FC(F)(F)C(O)=O.[CH3:8][O:9][N:10]=[CH:11][C:12]1[C:13]([NH2:24])=[N:14][CH:15]=[N:16][C:17]=1[N:18]1[CH2:23][CH2:22][NH:21][CH2:20][CH2:19]1.[CH:25]([C:28]1[CH:33]=[CH:32][C:31]([CH2:34][C:35](O)=[O:36])=[CH:30][CH:29]=1)([CH3:27])[CH3:26].C1C=CC2N(O)N=NC=2C=1.CN(C(ON1N=NC2C=CC=CC1=2)=[N+](C)C)C.F[P-](F)(F)(F)(F)F.CCN(C(C)C)C(C)C. Product: [CH3:8][O:9][N:10]=[CH:11][C:12]1[C:13]([NH2:24])=[N:14][CH:15]=[N:16][C:17]=1[N:18]1[CH2:19][CH2:20][N:21]([C:35](=[O:36])[CH2:34][C:31]2[CH:32]=[CH:33][C:28]([CH:25]([CH3:26])[CH3:27])=[CH:29][CH:30]=2)[CH2:22][CH2:23]1. The catalyst class is: 1. (2) Reactant: [CH3:1][C:2]([O:5][C@H:6]([CH3:33])[C@@H:7]([C:29]([O:31][CH3:32])=[O:30])[NH:8][C:9]([C:11]1[CH:16]=[CH:15][C:14]([C:17]2[CH:22]=[CH:21][C:20]([O:23][CH3:24])=[C:19]([F:25])[CH:18]=2)=[CH:13][C:12]=1[N+:26]([O-])=O)=[O:10])([CH3:4])[CH3:3]. Product: [NH2:26][C:12]1[CH:13]=[C:14]([C:17]2[CH:22]=[CH:21][C:20]([O:23][CH3:24])=[C:19]([F:25])[CH:18]=2)[CH:15]=[CH:16][C:11]=1[C:9]([NH:8][C@H:7]([C:29]([O:31][CH3:32])=[O:30])[C@@H:6]([CH3:33])[O:5][C:2]([CH3:4])([CH3:3])[CH3:1])=[O:10]. The catalyst class is: 63.